The task is: Predict the product of the given reaction.. This data is from Forward reaction prediction with 1.9M reactions from USPTO patents (1976-2016). Given the reactants [CH3:1][NH:2][CH:3]1[CH2:7][NH:6][CH2:5][CH:4]1[OH:8].[Br:9][C:10]1[CH:11]=[CH:12][C:13](F)=[N:14][CH:15]=1.C(N(C(C)C)CC)(C)C, predict the reaction product. The product is: [Br:9][C:10]1[CH:11]=[CH:12][C:13]([N:6]2[CH2:7][C@@H:3]([NH:2][CH3:1])[C@H:4]([OH:8])[CH2:5]2)=[N:14][CH:15]=1.